Dataset: Full USPTO retrosynthesis dataset with 1.9M reactions from patents (1976-2016). Task: Predict the reactants needed to synthesize the given product. (1) Given the product [N+:10]([C:6]1[CH:7]=[CH:8][CH:9]=[C:4]2[C:5]=1[CH:13]=[CH:1][O:2][C:3]2=[O:14])([O-:12])=[O:11], predict the reactants needed to synthesize it. The reactants are: [CH3:1][O:2][C:3](=[O:14])[C:4]1[CH:9]=[CH:8][CH:7]=[C:6]([N+:10]([O-:12])=[O:11])[C:5]=1[CH3:13].COC(OC)N(C)C. (2) The reactants are: [F:1][C:2]1[CH:9]=[CH:8][C:7]([F:10])=[CH:6][C:3]=1[C:4]#[N:5].[NH4+]=[S:12].C(N(CC)CC)C. Given the product [F:1][C:2]1[CH:9]=[CH:8][C:7]([F:10])=[CH:6][C:3]=1[C:4](=[S:12])[NH2:5], predict the reactants needed to synthesize it.